Dataset: NCI-60 drug combinations with 297,098 pairs across 59 cell lines. Task: Regression. Given two drug SMILES strings and cell line genomic features, predict the synergy score measuring deviation from expected non-interaction effect. (1) Drug 1: CN1CCC(CC1)COC2=C(C=C3C(=C2)N=CN=C3NC4=C(C=C(C=C4)Br)F)OC. Drug 2: CCC1(CC2CC(C3=C(CCN(C2)C1)C4=CC=CC=C4N3)(C5=C(C=C6C(=C5)C78CCN9C7C(C=CC9)(C(C(C8N6C=O)(C(=O)OC)O)OC(=O)C)CC)OC)C(=O)OC)O.OS(=O)(=O)O. Cell line: NCI-H322M. Synergy scores: CSS=29.0, Synergy_ZIP=-0.336, Synergy_Bliss=3.27, Synergy_Loewe=1.06, Synergy_HSA=4.61. (2) Drug 1: C1CN1P(=S)(N2CC2)N3CC3. Drug 2: C1=NC(=NC(=O)N1C2C(C(C(O2)CO)O)O)N. Cell line: SF-295. Synergy scores: CSS=18.1, Synergy_ZIP=-11.9, Synergy_Bliss=-7.13, Synergy_Loewe=-5.04, Synergy_HSA=-4.94. (3) Drug 1: CC1C(C(CC(O1)OC2CC(OC(C2O)C)OC3=CC4=CC5=C(C(=O)C(C(C5)C(C(=O)C(C(C)O)O)OC)OC6CC(C(C(O6)C)O)OC7CC(C(C(O7)C)O)OC8CC(C(C(O8)C)O)(C)O)C(=C4C(=C3C)O)O)O)O. Drug 2: CC1CCC2CC(C(=CC=CC=CC(CC(C(=O)C(C(C(=CC(C(=O)CC(OC(=O)C3CCCCN3C(=O)C(=O)C1(O2)O)C(C)CC4CCC(C(C4)OC)O)C)C)O)OC)C)C)C)OC. Cell line: A498. Synergy scores: CSS=37.5, Synergy_ZIP=1.16, Synergy_Bliss=2.84, Synergy_Loewe=0.756, Synergy_HSA=0.877.